This data is from Catalyst prediction with 721,799 reactions and 888 catalyst types from USPTO. The task is: Predict which catalyst facilitates the given reaction. (1) Reactant: [Na].[CH2:2]([N:4]([C:21]1[CH:26]=[CH:25][CH:24]=[CH:23][CH:22]=1)[C:5]([C:7]1[C:8](=[O:20])[N:9]([CH3:19])[C:10]2[C:15]([C:16]=1[OH:17])=[C:14]([Cl:18])[CH:13]=[CH:12][CH:11]=2)=[O:6])[CH3:3].C(Cl)(Cl)Cl.O.O.O.O.O.S([O-])([O-])(=O)=O.[Fe+3:41].S([O-])([O-])(=O)=O.S([O-])([O-])(=O)=O.[Fe+3].[OH-].[Na+]. Product: [Fe+3:41].[CH2:2]([N:4]([C:21]1[CH:26]=[CH:25][CH:24]=[CH:23][CH:22]=1)[C:5]([C:7]1[C:8](=[O:20])[N:9]([CH3:19])[C:10]2[C:15]([C:16]=1[OH:17])=[C:14]([Cl:18])[CH:13]=[CH:12][CH:11]=2)=[O:6])[CH3:3]. The catalyst class is: 6. (2) Reactant: Br[C:2]1[CH:3]=[N:4][C:5]([N:8]2[CH2:12][CH2:11][CH2:10][C@H:9]2[C:13]([F:16])([F:15])[F:14])=[N:6][CH:7]=1.[B:17]1([B:17]2[O:21][C:20]([CH3:23])([CH3:22])[C:19]([CH3:25])([CH3:24])[O:18]2)[O:21][C:20]([CH3:23])([CH3:22])[C:19]([CH3:25])([CH3:24])[O:18]1.C([O-])(=O)C.[K+]. Product: [CH3:24][C:19]1([CH3:25])[C:20]([CH3:23])([CH3:22])[O:21][B:17]([C:2]2[CH:3]=[N:4][C:5]([N:8]3[CH2:12][CH2:11][CH2:10][C@H:9]3[C:13]([F:16])([F:15])[F:14])=[N:6][CH:7]=2)[O:18]1. The catalyst class is: 235. (3) Reactant: [N+:1]([C:4]1[CH:25]=[CH:24][C:7]([O:8][CH2:9][CH2:10][CH2:11][CH2:12][CH2:13][O:14][C:15]2[CH:20]=[CH:19][C:18]([N+:21]([O-])=O)=[CH:17][CH:16]=2)=[CH:6][CH:5]=1)([O-])=O.[H][H]. Product: [NH2:21][C:18]1[CH:17]=[CH:16][C:15]([O:14][CH2:13][CH2:12][CH2:11][CH2:10][CH2:9][O:8][C:7]2[CH:6]=[CH:5][C:4]([NH2:1])=[CH:25][CH:24]=2)=[CH:20][CH:19]=1. The catalyst class is: 312. (4) Reactant: [CH3:1][C:2]1[S:6][C:5]([C:7](=[O:9])[CH3:8])=[C:4]2[CH2:10][CH2:11][C:12]([CH3:15])([CH3:14])[CH2:13][C:3]=12.[CH2:16]([C:18]1[CH:23]=[C:22]([CH:24]=O)[CH:21]=[C:20]([CH3:26])[C:19]=1[CH:27]=[CH:28][C:29]([OH:31])=[O:30])[CH3:17].Cl. Product: [CH2:16]([C:18]1[CH:23]=[C:22]([CH:24]=[CH:8][C:7](=[O:9])[C:5]2[S:6][C:2]([CH3:1])=[C:3]3[CH2:13][C:12]([CH3:15])([CH3:14])[CH2:11][CH2:10][C:4]=23)[CH:21]=[C:20]([CH3:26])[C:19]=1[CH:27]=[CH:28][C:29]([OH:31])=[O:30])[CH3:17]. The catalyst class is: 74. (5) Reactant: [Cl:1][C:2]1[CH:7]=[CH:6][C:5]([CH2:8][NH:9][C@@H:10]([C:12]2[CH:17]=[CH:16][CH:15]=[C:14]([Cl:18])[CH:13]=2)[CH3:11])=[CH:4][C:3]=1[OH:19].C1(P(C2C=CC=CC=2)C2C=CC=CC=2)C=CC=CC=1.N(C(OC(C)C)=O)=NC(OC(C)C)=O.[N:53]1[CH:58]=[CH:57][CH:56]=[CH:55][C:54]=1[CH:59](O)[CH3:60]. Product: [Cl:1][C:2]1[CH:7]=[CH:6][C:5]([CH2:8][NH:9][C@@H:10]([C:12]2[CH:17]=[CH:16][CH:15]=[C:14]([Cl:18])[CH:13]=2)[CH3:11])=[CH:4][C:3]=1[O:19][CH:59]([C:54]1[CH:55]=[CH:56][CH:57]=[CH:58][N:53]=1)[CH3:60]. The catalyst class is: 1. (6) Product: [OH:22][C:23]1[N:12]([C:2]2[C:11]3[C:6](=[CH:7][CH:8]=[CH:9][CH:10]=3)[CH:5]=[CH:4][CH:3]=2)[N:13]=[CH:30][C:24]=1[C:25]([O:27][CH2:28][CH3:29])=[O:26]. Reactant: Cl.[C:2]1([NH:12][NH2:13])[C:11]2[C:6](=[CH:7][CH:8]=[CH:9][CH:10]=2)[CH:5]=[CH:4][CH:3]=1.C(=O)([O-])[O-].[K+].[K+].C([O:22][CH:23]=[C:24]([C:30](OCC)=O)[C:25]([O:27][CH2:28][CH3:29])=[O:26])C. The catalyst class is: 6. (7) Product: [CH3:1][O:2][C:3](=[O:16])[CH2:4][CH:5]1[C:9]2[C:10]([CH3:15])=[CH:11][C:12]([OH:14])=[CH:13][C:8]=2[O:7][CH2:6]1. Reactant: [CH3:1][O:2][C:3](=[O:16])[CH2:4][C:5]1[C:9]2[C:10]([CH3:15])=[CH:11][C:12]([OH:14])=[CH:13][C:8]=2[O:7][CH:6]=1. The catalyst class is: 19. (8) Reactant: [Na].[C:2]([O:9][CH2:10][CH3:11])(=[O:8])[C:3]([O:5]CC)=O.[CH3:12][C:13]1[CH:18]=[CH:17][N:16]=[CH:15][C:14]=1[N+:19]([O-:21])=[O:20]. The catalyst class is: 8. Product: [N+:19]([C:14]1[CH:15]=[N:16][CH:17]=[CH:18][C:13]=1[CH2:12][C:3](=[O:5])[C:2]([O:9][CH2:10][CH3:11])=[O:8])([O-:21])=[O:20].